Predict which catalyst facilitates the given reaction. From a dataset of Catalyst prediction with 721,799 reactions and 888 catalyst types from USPTO. (1) Reactant: Cl.[CH3:2][O:3][C:4]1[C:5](=[O:19])[C:6]([C:16]([OH:18])=O)=[N:7][N:8]([C:10]2[CH:11]=[N:12][CH:13]=[CH:14][CH:15]=2)[CH:9]=1.Cl.[CH3:21][NH:22][O:23][CH3:24].F[B-](F)(F)F.N1(OC(N(C)C)=[N+](C)C)C2C=CC=CC=2N=N1. Product: [CH3:24][O:23][N:22]([CH3:21])[C:16]([C:6]1[C:5](=[O:19])[C:4]([O:3][CH3:2])=[CH:9][N:8]([C:10]2[CH:11]=[N:12][CH:13]=[CH:14][CH:15]=2)[N:7]=1)=[O:18]. The catalyst class is: 31. (2) Reactant: [OH:1][C:2]1[CH:12]=[CH:11][C:5]2[N:6]=[C:7]([C:9]#[N:10])[S:8][C:4]=2[CH:3]=1.[Cl:13][C:14]1[CH:19]=[CH:18][C:17]([S:20][CH2:21]Cl)=[CH:16][CH:15]=1.C(=O)([O-])[O-].[K+].[K+].[I-].[Na+]. Product: [C:9]([C:7]1[S:8][C:4]2[CH:3]=[C:2]([O:1][CH2:21][S:20][C:17]3[CH:18]=[CH:19][C:14]([Cl:13])=[CH:15][CH:16]=3)[CH:12]=[CH:11][C:5]=2[N:6]=1)#[N:10]. The catalyst class is: 21. (3) Reactant: [OH:1][CH2:2][C:3]1([CH3:17])[CH2:11][C:10]2[C:5](=[C:6]([CH3:15])[C:7]([CH:13]=[CH2:14])=[C:8]([CH3:12])[CH:9]=2)[CH:4]1[OH:16].N1C=CN=C1.[Si:23](Cl)([CH2:28][CH3:29])([CH2:26][CH3:27])[CH2:24][CH3:25]. Product: [CH3:17][C:3]1([CH2:2][O:1][Si:23]([CH2:28][CH3:29])([CH2:26][CH3:27])[CH2:24][CH3:25])[CH2:11][C:10]2[C:5](=[C:6]([CH3:15])[C:7]([CH:13]=[CH2:14])=[C:8]([CH3:12])[CH:9]=2)[CH:4]1[OH:16]. The catalyst class is: 34. (4) Reactant: [C:1]([C:3]1[CH:50]=[CH:49][C:6]2[N:7](COCC[Si](C)(C)C)[C:8]([C:10]([NH:34]S(C(C)(C)C)=O)([C:12]3[C:20]([CH2:21][CH3:22])=[CH:19][C:18]([CH3:23])=[C:17]4[C:13]=3[CH:14]=[CH:15][N:16]4[S:24]([C:27]3[CH:33]=[CH:32][C:30]([CH3:31])=[CH:29][CH:28]=3)(=[O:26])=[O:25])[CH3:11])=[N:9][C:5]=2[CH:4]=1)#[N:2].C(C1C=CC2N=C(C(NS(C(C)(C)C)=O)(C3C(CC)=CC(C)=C4C=3C=CN4S(C3C=CC(C)=CC=3)(=O)=O)C)N(COCC[Si](C)(C)C)C=2C=1)#N.C([O-])(O)=O.[Na+]. The catalyst class is: 209. Product: [NH2:34][C:10]([C:8]1[NH:7][C:6]2[CH:49]=[CH:50][C:3]([C:1]#[N:2])=[CH:4][C:5]=2[N:9]=1)([C:12]1[C:20]([CH2:21][CH3:22])=[CH:19][C:18]([CH3:23])=[C:17]2[C:13]=1[CH:14]=[CH:15][N:16]2[S:24]([C:27]1[CH:28]=[CH:29][C:30]([CH3:31])=[CH:32][CH:33]=1)(=[O:26])=[O:25])[CH3:11]. (5) Reactant: [Cl:1][C:2]1[CH:7]=[C:6]([Cl:8])[CH:5]=[CH:4][C:3]=1[N:9]1[C:13]([C:14]2[CH:19]=[CH:18][C:17]([N:20]([CH3:22])[CH3:21])=[CH:16][CH:15]=2)=[C:12]([CH3:23])[C:11]([C:24]([O:26]CC)=[O:25])=[N:10]1.[OH-].[Li+].O. Product: [Cl:1][C:2]1[CH:7]=[C:6]([Cl:8])[CH:5]=[CH:4][C:3]=1[N:9]1[C:13]([C:14]2[CH:15]=[CH:16][C:17]([N:20]([CH3:22])[CH3:21])=[CH:18][CH:19]=2)=[C:12]([CH3:23])[C:11]([C:24]([OH:26])=[O:25])=[N:10]1. The catalyst class is: 7. (6) Reactant: [CH2:1]([OH:6])[CH2:2][CH2:3][C:4]#[CH:5].CN(C)C.[S:11](Cl)([C:14]1[CH:20]=[CH:19][C:17]([CH3:18])=[CH:16][CH:15]=1)(=[O:13])=[O:12]. Product: [CH2:1]([O:6][S:11]([C:14]1[CH:20]=[CH:19][C:17]([CH3:18])=[CH:16][CH:15]=1)(=[O:13])=[O:12])[CH2:2][CH2:3][C:4]#[CH:5]. The catalyst class is: 2. (7) Reactant: [F:1][C:2]1([F:52])[CH2:7][CH2:6][CH:5]([C:8]2[C:17]3[C@@H:16]([OH:18])[CH2:15][C:14]([CH3:20])([CH3:19])[CH2:13][C:12]=3[N:11]=[C:10]([CH:21]3[CH2:26][CH2:25][N:24]([C:27]4[N:32]=[CH:31][C:30]([O:33][CH2:34][CH2:35][C:36]([OH:39])([CH3:38])[CH3:37])=[CH:29][N:28]=4)[CH2:23][CH2:22]3)[C:9]=2[C@@H:40]([F:51])[C:41]2[CH:46]=[CH:45][C:44]([C:47]([F:50])([F:49])[F:48])=[CH:43][CH:42]=2)[CH2:4][CH2:3]1.[C:53]1([S:59](O)(=[O:61])=[O:60])[CH:58]=[CH:57][CH:56]=[CH:55][CH:54]=1. Product: [C:53]1([S:59]([O:18][C@H:16]2[CH2:15][C:14]([CH3:19])([CH3:20])[CH2:13][C:12]3[N:11]=[C:10]([CH:21]4[CH2:22][CH2:23][N:24]([C:27]5[N:32]=[CH:31][C:30]([O:33][CH2:34][CH2:35][C:36]([OH:39])([CH3:37])[CH3:38])=[CH:29][N:28]=5)[CH2:25][CH2:26]4)[C:9]([C@@H:40]([F:51])[C:41]4[CH:46]=[CH:45][C:44]([C:47]([F:49])([F:48])[F:50])=[CH:43][CH:42]=4)=[C:8]([CH:5]4[CH2:4][CH2:3][C:2]([F:1])([F:52])[CH2:7][CH2:6]4)[C:17]2=3)(=[O:61])=[O:60])[CH:58]=[CH:57][CH:56]=[CH:55][CH:54]=1. The catalyst class is: 310.